This data is from Forward reaction prediction with 1.9M reactions from USPTO patents (1976-2016). The task is: Predict the product of the given reaction. (1) Given the reactants [CH2:1]([O:4][CH2:5][CH2:6][CH:7]([OH:9])O)[CH:2]=[CH2:3].[OH-].[K+].C1[O:14]C1, predict the reaction product. The product is: [CH2:1]([O:4][CH2:5][CH:6]([OH:14])[CH2:7][OH:9])[CH:2]=[CH2:3]. (2) Given the reactants [F:1][C:2]1[CH:7]=[CH:6][C:5]([OH:8])=[CH:4][C:3]=1[C:9]1[C:18]2[C:13](=[C:14]([C:19]([F:22])([F:21])[F:20])[CH:15]=[CH:16][CH:17]=2)[N:12]=[CH:11][N:10]=1.Br[C:24]1[CH:25]=[C:26]([S:30]([N:33]([CH2:43][C:44]2[CH:49]=[CH:48][C:47]([O:50][CH3:51])=[CH:46][CH:45]=2)[CH2:34][C:35]2[CH:40]=[CH:39][C:38]([O:41][CH3:42])=[CH:37][CH:36]=2)(=[O:32])=[O:31])[CH:27]=[CH:28][CH:29]=1, predict the reaction product. The product is: [F:1][C:2]1[CH:7]=[CH:6][C:5]([O:8][C:25]2[CH:24]=[CH:29][CH:28]=[CH:27][C:26]=2[S:30]([N:33]([CH2:34][C:35]2[CH:36]=[CH:37][C:38]([O:41][CH3:42])=[CH:39][CH:40]=2)[CH2:43][C:44]2[CH:49]=[CH:48][C:47]([O:50][CH3:51])=[CH:46][CH:45]=2)(=[O:32])=[O:31])=[CH:4][C:3]=1[C:9]1[C:18]2[C:13](=[C:14]([C:19]([F:20])([F:22])[F:21])[CH:15]=[CH:16][CH:17]=2)[N:12]=[CH:11][N:10]=1. (3) Given the reactants [Br:1][C:2]1[CH:7]=[CH:6][C:5]([N:8]2[CH:12]=[C:11]([C:13](=[O:15])[CH3:14])[N:10]=[C:9]2[C:16]2[CH:21]=[CH:20][CH:19]=[CH:18][C:17]=2[Cl:22])=[C:4]([Cl:23])[CH:3]=1.[Li+].C[Si]([N-][Si](C)(C)C)(C)C.[F:34][C:35]([F:42])([F:41])[C:36](OCC)=[O:37], predict the reaction product. The product is: [Br:1][C:2]1[CH:7]=[CH:6][C:5]([N:8]2[CH:12]=[C:11]([C:13](=[O:15])[CH2:14][C:36](=[O:37])[C:35]([F:42])([F:41])[F:34])[N:10]=[C:9]2[C:16]2[CH:21]=[CH:20][CH:19]=[CH:18][C:17]=2[Cl:22])=[C:4]([Cl:23])[CH:3]=1. (4) The product is: [OH:8][C:9]1[CH:10]=[C:11]([CH2:12][CH:25]([CH3:31])[C:26]([O:28][CH2:29][CH3:30])=[O:27])[CH:14]=[CH:15][CH:16]=1. Given the reactants [CH2:12]([O:8][C:9]1[CH:10]=[C:11]([CH:14]=[CH:15][CH:16]=1)[CH:12]=[O:8])[C:11]1[CH:14]=[CH:15][CH:16]=[CH:9][CH:10]=1.C(OP([CH:25]([CH3:31])[C:26]([O:28][CH2:29][CH3:30])=[O:27])(OCC)=O)C, predict the reaction product.